From a dataset of Full USPTO retrosynthesis dataset with 1.9M reactions from patents (1976-2016). Predict the reactants needed to synthesize the given product. (1) Given the product [C:1]([O:5][C:6]([NH:7][C:8]1[C:13]([C:29]([OH:31])=[O:30])=[CH:12][C:11]([Cl:14])=[N:10][CH:9]=1)=[O:15])([CH3:4])([CH3:2])[CH3:3], predict the reactants needed to synthesize it. The reactants are: [C:1]([O:5][C:6](=[O:15])[NH:7][C:8]1[CH:9]=[N:10][C:11]([Cl:14])=[CH:12][CH:13]=1)([CH3:4])([CH3:3])[CH3:2].CN(C)CCN(C)C.C([Li])CCC.[C:29](=[O:31])=[O:30]. (2) The reactants are: [Cl:1][C:2]1[CH:24]=[CH:23][C:5]([CH2:6][NH:7][C:8]([C:10]2[CH:19]=[CH:18][C:13]([C:14]([O:16]C)=O)=[C:12]([N:20]=[C:21]=[S:22])[CH:11]=2)=[O:9])=[CH:4][CH:3]=1.[CH3:25][O:26][C:27]1[N:32]=[CH:31][C:30]([NH2:33])=[CH:29][CH:28]=1. Given the product [Cl:1][C:2]1[CH:3]=[CH:4][C:5]([CH2:6][NH:7][C:8]([C:10]2[CH:11]=[C:12]3[C:13]([C:14](=[O:16])[N:33]([C:30]4[CH:31]=[N:32][C:27]([O:26][CH3:25])=[CH:28][CH:29]=4)[C:21](=[S:22])[NH:20]3)=[CH:18][CH:19]=2)=[O:9])=[CH:23][CH:24]=1, predict the reactants needed to synthesize it. (3) Given the product [O:12]=[C:4]1[NH:5][C:6]2[C:11](/[C:3]/1=[CH:2]/[NH:13][C:14]1[CH:19]=[CH:18][C:17]([NH:20][S:21]([CH3:24])(=[O:23])=[O:22])=[CH:16][CH:15]=1)=[CH:10][CH:9]=[CH:8][CH:7]=2, predict the reactants needed to synthesize it. The reactants are: O[CH:2]=[C:3]1[C:11]2[C:6](=[CH:7][CH:8]=[CH:9][CH:10]=2)[NH:5][C:4]1=[O:12].[NH2:13][C:14]1[CH:19]=[CH:18][C:17]([NH:20][S:21]([CH3:24])(=[O:23])=[O:22])=[CH:16][CH:15]=1. (4) Given the product [NH2:48][C:44](=[O:47])[CH2:45][CH2:46][N:7]1[CH:6]([CH3:8])[CH2:5][N:4]([C:9]2[C:18]([O:19][CH3:20])=[C:17]3[C:12]([C:13](=[O:42])[C:14]([C:26]([NH:28][CH2:29][C:30]4[CH:35]=[CH:34][C:33]([O:36][C:37]([F:40])([F:38])[F:39])=[CH:32][C:31]=4[CH3:41])=[O:27])=[CH:15][N:16]3[CH2:21][C:22]([F:25])([F:24])[F:23])=[CH:11][C:10]=2[F:43])[CH2:3][CH:2]1[CH3:1], predict the reactants needed to synthesize it. The reactants are: [CH3:1][CH:2]1[NH:7][CH:6]([CH3:8])[CH2:5][N:4]([C:9]2[C:18]([O:19][CH3:20])=[C:17]3[C:12]([C:13](=[O:42])[C:14]([C:26]([NH:28][CH2:29][C:30]4[CH:35]=[CH:34][C:33]([O:36][C:37]([F:40])([F:39])[F:38])=[CH:32][C:31]=4[CH3:41])=[O:27])=[CH:15][N:16]3[CH2:21][C:22]([F:25])([F:24])[F:23])=[CH:11][C:10]=2[F:43])[CH2:3]1.[C:44]([NH2:48])(=[O:47])[CH:45]=[CH2:46].Cl([O-])(=O)(=O)=O.[Li+]. (5) Given the product [F:1][C:2]([F:8])([F:7])[C:3]([OH:6])([CH2:9][CH3:10])[C:4]#[CH:5], predict the reactants needed to synthesize it. The reactants are: [F:1][C:2]([F:8])([F:7])[C:3](=[O:6])[CH2:4][CH3:5].[C:9]([Mg]Br)#[CH:10]. (6) Given the product [CH:54]1([CH2:53][NH:58][C:22](=[O:23])[C:21]2[CH:25]=[CH:26][C:27]([CH3:28])=[C:19]([C:18]3[C:13]4[CH:12]=[CH:11][C:10](=[O:42])[N:9]([C:3]5[C:2]([F:1])=[CH:7][CH:6]=[CH:5][C:4]=5[F:8])[C:14]=4[N:15]=[C:16]([N:29]4[CH2:34][CH2:33][CH:32]([N:35]5[CH2:40][CH2:39][CH:38]([CH3:41])[CH2:37][CH2:36]5)[CH2:31][CH2:30]4)[N:17]=3)[CH:20]=2)[CH2:56][CH2:55]1, predict the reactants needed to synthesize it. The reactants are: [F:1][C:2]1[CH:7]=[CH:6][CH:5]=[C:4]([F:8])[C:3]=1[N:9]1[C:14]2[N:15]=[C:16]([N:29]3[CH2:34][CH2:33][CH:32]([N:35]4[CH2:40][CH2:39][CH:38]([CH3:41])[CH2:37][CH2:36]4)[CH2:31][CH2:30]3)[N:17]=[C:18]([C:19]3[CH:20]=[C:21]([CH:25]=[CH:26][C:27]=3[CH3:28])[C:22](O)=[O:23])[C:13]=2[CH:12]=[CH:11][C:10]1=[O:42].CN(C(ON1N=[N:58][C:53]2[CH:54]=[CH:55][CH:56]=CC1=2)=[N+](C)C)C.F[P-](F)(F)(F)(F)F.C(N(CC)CC)C.C1(CN)CC1. (7) The reactants are: [CH:1]([C@@H:4]1[CH2:9][CH2:8][C@@H:7]([CH3:10])[CH2:6][C@H:5]1[C:11]([NH2:13])=[O:12])([CH3:3])[CH3:2].[C:14]([CH2:16][C:17]1[CH:22]=[CH:21][C:20](I)=[CH:19][CH:18]=1)#[N:15].P([O-])([O-])([O-])=O.[K+].[K+].[K+].O.CNCCNC. Given the product [C:14]([CH2:16][C:17]1[CH:22]=[CH:21][C:20]([NH:13][C:11]([C@@H:5]2[CH2:6][C@H:7]([CH3:10])[CH2:8][CH2:9][C@H:4]2[CH:1]([CH3:2])[CH3:3])=[O:12])=[CH:19][CH:18]=1)#[N:15], predict the reactants needed to synthesize it.